From a dataset of Full USPTO retrosynthesis dataset with 1.9M reactions from patents (1976-2016). Predict the reactants needed to synthesize the given product. (1) The reactants are: [NH:1]1[CH:5]=[N:4][C:3]([C:6]2[CH:11]=[CH:10][C:9]([C:12]3[CH:13]=[N:14][N:15]4[CH:20]=[CH:19][C:18]([N:21]5[CH:25]([C:26]6[CH:31]=[CH:30][CH:29]=[CH:28][N:27]=6)[CH2:24][O:23][C:22]5=[O:32])=[N:17][C:16]=34)=[CH:8][CH:7]=2)=[N:2]1. Given the product [NH:1]1[CH:5]=[N:4][C:3]([C:6]2[CH:7]=[CH:8][C:9]([C:12]3[CH:13]=[N:14][N:15]4[CH:20]=[CH:19][C:18]([N:21]5[C@H:25]([C:26]6[CH:31]=[CH:30][CH:29]=[CH:28][N:27]=6)[CH2:24][O:23][C:22]5=[O:32])=[N:17][C:16]=34)=[CH:10][CH:11]=2)=[N:2]1, predict the reactants needed to synthesize it. (2) Given the product [Cl:1][C:2]1[CH:7]=[CH:6][CH:5]=[C:4]([N+:8]([O-:10])=[O:9])[C:3]=1[CH2:11][NH:31][CH2:32][C:33]([O:35][CH2:36][CH3:37])=[O:34], predict the reactants needed to synthesize it. The reactants are: [Cl:1][C:2]1[CH:7]=[CH:6][CH:5]=[C:4]([N+:8]([O-:10])=[O:9])[C:3]=1[CH3:11].C1C(C(OO)=O)=CC=CC=1.BrN1C(=O)CCC1=O.Cl.[NH2:31][CH2:32][C:33]([O:35][CH2:36][CH3:37])=[O:34].C(=O)([O-])O.[Na+]. (3) Given the product [CH2:1]([O:3][C:4]([CH:6]1[C:14]2[C:9](=[CH:10][C:11]([NH2:15])=[CH:12][CH:13]=2)[C:8](=[O:18])[CH2:7]1)=[O:5])[CH3:2], predict the reactants needed to synthesize it. The reactants are: [CH2:1]([O:3][C:4]([CH:6]1[C:14]2[C:9](=[CH:10][C:11]([N+:15]([O-])=O)=[CH:12][CH:13]=2)[C:8](=[O:18])[CH2:7]1)=[O:5])[CH3:2].[Sn](Cl)Cl.[OH-].[Na+]. (4) Given the product [CH2:1]([O:3][C:4]([C:6]1[CH2:7][CH2:8][N:9]([CH2:20][C:21]2[CH:26]=[CH:25][CH:24]=[CH:23][CH:22]=2)[CH2:10][C:11]=1[C:33]1[CH:38]=[CH:37][CH:36]=[CH:35][CH:34]=1)=[O:5])[CH3:2], predict the reactants needed to synthesize it. The reactants are: [CH2:1]([O:3][C:4]([C:6]1[CH2:7][CH2:8][N:9]([CH2:20][C:21]2[CH:26]=[CH:25][CH:24]=[CH:23][CH:22]=2)[CH2:10][C:11]=1OS(C(F)(F)F)(=O)=O)=[O:5])[CH3:2].C([O-])([O-])=O.[K+].[K+].[C:33]1(B(O)O)[CH:38]=[CH:37][CH:36]=[CH:35][CH:34]=1.